From a dataset of Forward reaction prediction with 1.9M reactions from USPTO patents (1976-2016). Predict the product of the given reaction. (1) Given the reactants C(=O)([O-])OC(C1C=CC([N+]([O-])=O)=CC=1)[C@@H:4]1[CH2:8][CH2:7][C@H:6]([N:9]2[CH:17]=[N:16][C:15]3[C:14](=[O:18])[N:13]=[CH:12][NH:11][C:10]2=3)[O:5]1.[CH3:30]CN(C(C)C)C(C)C.[NH2:39][CH2:40][CH2:41][NH:42][C:43](=[O:65])[CH2:44][CH2:45]/[CH:46]=[CH:47]\[CH2:48]/[CH:49]=[CH:50]\[CH2:51]/[CH:52]=[CH:53]\[CH2:54]/[CH:55]=[CH:56]\[CH2:57]/[CH:58]=[CH:59]\[CH2:60]/[CH:61]=[CH:62]\[CH2:63][CH3:64].CC[O:68][C:69](C)=[O:70], predict the reaction product. The product is: [O:18]=[C:14]1[N:13]=[CH:12][NH:11][C:10]2[N:9]([C@@H:6]3[O:5][C@@H:4]([O:70][C:69](=[O:68])[N:39]([CH3:30])[CH2:40][CH2:41][NH:42][C:43](=[O:65])[CH2:44][CH2:45]/[CH:46]=[CH:47]\[CH2:48]/[CH:49]=[CH:50]\[CH2:51]/[CH:52]=[CH:53]\[CH2:54]/[CH:55]=[CH:56]\[CH2:57]/[CH:58]=[CH:59]\[CH2:60]/[CH:61]=[CH:62]\[CH2:63][CH3:64])[CH2:8][CH2:7]3)[CH:17]=[N:16][C:15]1=2. (2) The product is: [CH3:1][C:2]1[C:3](=[O:15])[N:4]([CH:8]2[CH2:13][CH2:12][CH:11]([N:16]3[CH2:19][CH:18]([NH:20][C:21]([CH2:23][NH:24][C:25](=[O:36])[C:26]4[CH:31]=[CH:30][CH:29]=[C:28]([C:32]([F:35])([F:33])[F:34])[CH:27]=4)=[O:22])[CH2:17]3)[CH2:10][CH2:9]2)[CH:5]=[CH:6][CH:7]=1. Given the reactants [CH3:1][C:2]1[C:3](=[O:15])[N:4]([CH:8]2[CH2:13][CH2:12][C:11](=O)[CH2:10][CH2:9]2)[CH:5]=[CH:6][CH:7]=1.[NH:16]1[CH2:19][CH:18]([NH:20][C:21]([CH2:23][NH:24][C:25](=[O:36])[C:26]2[CH:31]=[CH:30][CH:29]=[C:28]([C:32]([F:35])([F:34])[F:33])[CH:27]=2)=[O:22])[CH2:17]1, predict the reaction product. (3) Given the reactants C(OC(=O)[NH:7][C@H:8]1[CH2:13][CH2:12][C@H:11]([CH2:14][CH2:15][N:16]2[CH2:21][CH2:20][N:19]([C:22]3[C:27]4[CH:28]=[CH:29][S:30][C:26]=4[CH:25]=[CH:24][N:23]=3)[CH2:18][CH2:17]2)[CH2:10][CH2:9]1)(C)(C)C.[ClH:32].CCOC(C)=O, predict the reaction product. The product is: [ClH:32].[ClH:32].[ClH:32].[S:30]1[C:26]2[CH:25]=[CH:24][N:23]=[C:22]([N:19]3[CH2:20][CH2:21][N:16]([CH2:15][CH2:14][C@H:11]4[CH2:12][CH2:13][C@H:8]([NH2:7])[CH2:9][CH2:10]4)[CH2:17][CH2:18]3)[C:27]=2[CH:28]=[CH:29]1. (4) Given the reactants [Br:1][C:2]1[CH:18]=[CH:17][C:5]([O:6][C:7]([CH3:16])([CH3:15])[C:8]([N:10]2[CH2:14][CH2:13][CH2:12][CH2:11]2)=O)=[CH:4][CH:3]=1, predict the reaction product. The product is: [Br:1][C:2]1[CH:3]=[CH:4][C:5]([O:6][C:7]([CH3:16])([CH3:15])[CH2:8][N:10]2[CH2:14][CH2:13][CH2:12][CH2:11]2)=[CH:17][CH:18]=1. (5) Given the reactants [CH3:1][C:2]([O:4][C:5]([CH3:7])=[O:6])=O.[N+:8]([C:11]1[C:12]([N:21]2[CH2:26][CH2:25][CH2:24][C@H:23]([NH:27][C:28](=[O:34])[O:29][C:30]([CH3:33])([CH3:32])[CH3:31])[CH2:22]2)=[C:13]2[CH2:20]CC[C:14]2=[N+:15]([O-])[CH:16]=1)([O-:10])=[O:9], predict the reaction product. The product is: [C:5]([O:4][CH:2]1[C:14]2=[N:15][CH:16]=[C:11]([N+:8]([O-:10])=[O:9])[C:12]([N:21]3[CH2:26][CH2:25][CH2:24][C@H:23]([NH:27][C:28]([O:29][C:30]([CH3:33])([CH3:31])[CH3:32])=[O:34])[CH2:22]3)=[C:13]2[CH2:20][CH2:1]1)(=[O:6])[CH3:7].